Dataset: Full USPTO retrosynthesis dataset with 1.9M reactions from patents (1976-2016). Task: Predict the reactants needed to synthesize the given product. (1) Given the product [NH2:19][C:3]1[CH:4]=[C:5]([CH:17]=[CH:18][C:2]=1[F:1])[CH:6]=[C:7]1[C:15]2[CH2:14][CH2:13][CH2:12][CH2:11][C:10]=2[C:9](=[O:16])[O:8]1, predict the reactants needed to synthesize it. The reactants are: [F:1][C:2]1[CH:18]=[CH:17][C:5]([CH:6]=[C:7]2[C:15]3[CH2:14][CH2:13][CH2:12][CH2:11][C:10]=3[C:9](=[O:16])[O:8]2)=[CH:4][C:3]=1[N+:19]([O-])=O.[Cl-].[NH4+]. (2) Given the product [CH:1]1([CH2:4][O:5][C:6]2[CH:7]=[CH:8][C:9]3[N:10]([N:12]=[C:13]([C:15]4[CH:32]=[CH:31][C:18]([O:19][CH2:20][C@@H:21]([NH:23][C:24](=[O:25])[CH3:35])[CH3:22])=[CH:17][C:16]=4[F:33])[CH:14]=3)[CH:11]=2)[CH2:2][CH2:3]1, predict the reactants needed to synthesize it. The reactants are: [CH:1]1([CH2:4][O:5][C:6]2[CH:7]=[CH:8][C:9]3[N:10]([N:12]=[C:13]([C:15]4[CH:32]=[CH:31][C:18]([O:19][CH2:20][C@@H:21]([NH:23][C:24](=O)[O:25]C(C)(C)C)[CH3:22])=[CH:17][C:16]=4[F:33])[CH:14]=3)[CH:11]=2)[CH2:3][CH2:2]1.Cl.[C:35](OCC)(=O)C. (3) Given the product [C:18]([O:21][CH2:22][C:23]1[N:11]([CH:12]2[CH2:17][CH2:16][O:15][CH2:14][CH2:13]2)[C:10]2[CH:9]=[CH:8][C:4]([C:5]([OH:7])=[O:6])=[CH:3][C:2]=2[N:1]=1)(=[O:20])[CH3:19], predict the reactants needed to synthesize it. The reactants are: [NH2:1][C:2]1[CH:3]=[C:4]([CH:8]=[CH:9][C:10]=1[NH:11][CH:12]1[CH2:17][CH2:16][O:15][CH2:14][CH2:13]1)[C:5]([OH:7])=[O:6].[C:18]([O:21][CH2:22][C:23](Cl)=O)(=[O:20])[CH3:19]. (4) The reactants are: Br[C:2]1[N:7]=[C:6]([N:8]2[CH2:14][CH2:13][CH2:12][CH:11]([NH:15][CH2:16][CH2:17][CH2:18][OH:19])[CH2:10][CH2:9]2)[CH:5]=[CH:4][CH:3]=1.CC1(C)C(C)(C)OB([C:28]2[CH:37]=[CH:36][C:35]3[C:34]([CH3:39])([CH3:38])[CH2:33][CH2:32][C:31]([CH3:41])([CH3:40])[C:30]=3[CH:29]=2)O1. Given the product [CH3:38][C:34]1([CH3:39])[CH2:33][CH2:32][C:31]([CH3:41])([CH3:40])[C:30]2[CH:29]=[C:28]([C:2]3[N:7]=[C:6]([N:8]4[CH2:14][CH2:13][CH2:12][CH:11]([NH:15][CH2:16][CH2:17][CH2:18][OH:19])[CH2:10][CH2:9]4)[CH:5]=[CH:4][CH:3]=3)[CH:37]=[CH:36][C:35]1=2, predict the reactants needed to synthesize it. (5) Given the product [N:1]1[CH:6]=[CH:5][CH:4]=[C:3]([NH:7][C:8]([C:10]2[CH:11]=[CH:12][CH:13]=[C:14]3[O:18][C:17]([NH:19][CH:20]4[CH2:21][CH2:22][N:23]([CH2:32][C:31]5[CH:34]=[C:35]([O:42][CH2:43][CH3:44])[C:36]([N:37]6[CH:41]=[CH:40][CH:39]=[CH:38]6)=[C:29]([O:28][CH2:26][CH3:27])[CH:30]=5)[CH2:24][CH2:25]4)=[N:16][C:15]=23)=[O:9])[CH:2]=1, predict the reactants needed to synthesize it. The reactants are: [N:1]1[CH:6]=[CH:5][CH:4]=[C:3]([NH:7][C:8]([C:10]2[CH:11]=[CH:12][CH:13]=[C:14]3[O:18][C:17]([NH:19][CH:20]4[CH2:25][CH2:24][NH:23][CH2:22][CH2:21]4)=[N:16][C:15]=23)=[O:9])[CH:2]=1.[CH2:26]([O:28][C:29]1[CH:30]=[C:31]([CH:34]=[C:35]([O:42][CH2:43][CH3:44])[C:36]=1[N:37]1[CH:41]=[CH:40][CH:39]=[CH:38]1)[CH:32]=O)[CH3:27].C([BH3-])#N.[Na+].C(N(C(C)C)C(C)C)C. (6) Given the product [Cl:34][C:25]1[C:24]([Cl:23])=[CH:29][CH:28]=[C:27]([N+:30]([O-:32])=[O:31])[C:26]=1[C:2]#[N:1], predict the reactants needed to synthesize it. The reactants are: [NH2:1][C:2]1NCC2C(=CC=C(Cl)C=2Cl)N=1.ClC1C=CC=C(Cl)C=1Cl.[Cl:23][C:24]1[CH:29]=[CH:28][C:27]([N+:30]([O-:32])=[O:31])=[C:26](Cl)[C:25]=1[Cl:34].C([Cu])#N. (7) Given the product [CH3:9][O:8][C:6](=[O:7])[C:5]1[CH:10]=[CH:11][C:2]([NH:17][CH2:16][CH3:15])=[C:3]([N+:12]([O-:14])=[O:13])[CH:4]=1, predict the reactants needed to synthesize it. The reactants are: Cl[C:2]1[CH:11]=[CH:10][C:5]([C:6]([O:8][CH3:9])=[O:7])=[CH:4][C:3]=1[N+:12]([O-:14])=[O:13].[CH3:15][CH2:16][N:17](C(C)C)C(C)C.Cl.C(N)C. (8) Given the product [CH3:16][C:13]1[S:12][C:11]([NH:10][C:7]([C:2]2[CH:3]=[CH:4][CH:5]=[CH:6][N:1]=2)=[O:9])=[N:15][CH:14]=1, predict the reactants needed to synthesize it. The reactants are: [N:1]1[CH:6]=[CH:5][CH:4]=[CH:3][C:2]=1[C:7]([OH:9])=O.[NH2:10][C:11]1[S:12][C:13]([CH3:16])=[CH:14][N:15]=1.O.